Dataset: Full USPTO retrosynthesis dataset with 1.9M reactions from patents (1976-2016). Task: Predict the reactants needed to synthesize the given product. (1) Given the product [NH3:1].[CH2:21]([S:23]([NH:1][C:2]1[CH:3]=[C:4]([C:8]2([CH3:20])[CH2:13][CH2:12][N:11]([CH2:14][CH2:15][CH2:16][CH2:17][CH2:18][CH3:19])[CH2:10][CH2:9]2)[CH:5]=[CH:6][CH:7]=1)(=[O:25])=[O:24])[CH3:22], predict the reactants needed to synthesize it. The reactants are: [NH2:1][C:2]1[CH:3]=[C:4]([C:8]2([CH3:20])[CH2:13][CH2:12][N:11]([CH2:14][CH2:15][CH2:16][CH2:17][CH2:18][CH3:19])[CH2:10][CH2:9]2)[CH:5]=[CH:6][CH:7]=1.[CH2:21]([S:23](Cl)(=[O:25])=[O:24])[CH3:22].N1C=CC=CC=1. (2) Given the product [Br:1][C:2]1[CH:7]=[CH:6][C:5]([OH:11])=[C:4]([CH3:10])[N:3]=1, predict the reactants needed to synthesize it. The reactants are: [Br:1][C:2]1[C:7](O)=[C:6](Br)[CH:5]=[C:4]([CH3:10])[N:3]=1.[O:11]1CCCC1.Cl. (3) Given the product [CH3:1][C@@H:2]1[N:3]([C:16]([O:18][C:19]([CH3:21])([CH3:22])[CH3:20])=[O:17])[CH2:4][CH2:5][C@@:6]2([NH:8][S:9](=[O:10])(=[O:11])[CH:12]=[CH:13]2)[CH2:7]1, predict the reactants needed to synthesize it. The reactants are: [CH3:1][C@H:2]1[CH2:7][C@:6](C=C)([NH:8][S:9]([CH:12]=[CH2:13])(=[O:11])=[O:10])[CH2:5][CH2:4][N:3]1[C:16]([O:18][C:19]([CH3:22])([CH3:21])[CH3:20])=[O:17]. (4) The reactants are: [CH:1]1([C:9]([N:11]2[CH2:16][CH2:15][N:14]([CH:17]3[CH2:20][CH2:19][CH2:18]3)[CH2:13][CH2:12]2)=[O:10])[C:3]2([CH2:8][CH2:7][NH:6][CH2:5][CH2:4]2)[CH2:2]1.Br[C:22]1[CH:31]=[CH:30][C:25]([C:26]([O:28][CH3:29])=[O:27])=[CH:24][CH:23]=1. Given the product [CH3:29][O:28][C:26](=[O:27])[C:25]1[CH:30]=[CH:31][C:22]([N:6]2[CH2:7][CH2:8][C:3]3([CH:1]([C:9]([N:11]4[CH2:16][CH2:15][N:14]([CH:17]5[CH2:18][CH2:19][CH2:20]5)[CH2:13][CH2:12]4)=[O:10])[CH2:2]3)[CH2:4][CH2:5]2)=[CH:23][CH:24]=1, predict the reactants needed to synthesize it. (5) The reactants are: [CH3:1][O:2][C:3]1[CH:8]=[CH:7][C:6]([C@@:9]23[C:18](=[O:19])[CH2:17][CH2:16][CH2:15][C@H:14]2[C@H:13]([CH3:20])[C:12]2([O:24][CH2:23][CH2:22][O:21]2)[CH2:11][CH2:10]3)=[CH:5][CH:4]=1.[H-].[Na+].[CH:27](OCC)=[O:28]. Given the product [OH:28]/[CH:27]=[C:17]1\[C:18](=[O:19])[C@:9]2([C:6]3[CH:7]=[CH:8][C:3]([O:2][CH3:1])=[CH:4][CH:5]=3)[C@@H:14]([CH2:15][CH2:16]\1)[C@H:13]([CH3:20])[C:12]1([O:21][CH2:22][CH2:23][O:24]1)[CH2:11][CH2:10]2, predict the reactants needed to synthesize it.